This data is from Forward reaction prediction with 1.9M reactions from USPTO patents (1976-2016). The task is: Predict the product of the given reaction. (1) Given the reactants [F:1][C:2]1[CH:30]=[C:29]([NH:31][C:32]([C:34]2[C:35](=[O:48])[N:36]([C:41]3[CH:46]=[CH:45][C:44]([F:47])=[CH:43][CH:42]=3)[C:37]([CH3:40])=[CH:38][CH:39]=2)=[O:33])[CH:28]=[CH:27][C:3]=1[O:4][C:5]1[CH:6]=[C:7]2[C:11](=[CH:12][C:13]=1[C:14]1[CH:15]=[N:16][N:17](C(OC(C)(C)C)=O)[CH:18]=1)[N:10]([CH3:26])[N:9]=[CH:8]2.C([SiH](CC)CC)C.C(O)(C(F)(F)F)=O, predict the reaction product. The product is: [F:1][C:2]1[CH:30]=[C:29]([NH:31][C:32]([C:34]2[C:35](=[O:48])[N:36]([C:41]3[CH:42]=[CH:43][C:44]([F:47])=[CH:45][CH:46]=3)[C:37]([CH3:40])=[CH:38][CH:39]=2)=[O:33])[CH:28]=[CH:27][C:3]=1[O:4][C:5]1[CH:6]=[C:7]2[C:11](=[CH:12][C:13]=1[C:14]1[CH:15]=[N:16][NH:17][CH:18]=1)[N:10]([CH3:26])[N:9]=[CH:8]2. (2) Given the reactants [NH2:1][C:2]1[N:3]=[CH:4][C:5]([CH:8]2[CH2:13][CH2:12][N:11]([C:14]([O:16][C:17]([CH3:20])([CH3:19])[CH3:18])=[O:15])[CH2:10][CH2:9]2)=[N:6][CH:7]=1.[CH3:21][C:22]1[C:23]2[N:24]([N:29]=[C:30]([C:32](=O)[CH2:33][C:34](OCC)=[O:35])[CH:31]=2)[CH:25]=[C:26]([CH3:28])[N:27]=1.[Si](OCC)(OCC)(OCC)OCC, predict the reaction product. The product is: [CH3:21][C:22]1[C:23]2[N:24]([N:29]=[C:30]([C:32]3[N:1]=[C:2]4[CH:7]=[N:6][C:5]([CH:8]5[CH2:9][CH2:10][N:11]([C:14]([O:16][C:17]([CH3:20])([CH3:19])[CH3:18])=[O:15])[CH2:12][CH2:13]5)=[CH:4][N:3]4[C:34](=[O:35])[CH:33]=3)[CH:31]=2)[CH:25]=[C:26]([CH3:28])[N:27]=1. (3) Given the reactants [CH:1]1([C:7]2[CH:20]=[CH:19][C:10]([O:11][CH2:12][C@H:13]3[O:17][C:16]([NH2:18])=[N:15][CH2:14]3)=[CH:9][CH:8]=2)[CH2:6][CH2:5][CH2:4][CH2:3][CH2:2]1.C([O:23][C:24](=O)[C:25]#[C:26][CH2:27][S:28][C:29]1[CH:34]=[CH:33][CH:32]=[CH:31][CH:30]=1)C, predict the reaction product. The product is: [CH:1]1([C:7]2[CH:20]=[CH:19][C:10]([O:11][CH2:12][C@H:13]3[O:17][C:16]4=[N:18][C:24](=[O:23])[CH:25]=[C:26]([CH2:27][S:28][C:29]5[CH:34]=[CH:33][CH:32]=[CH:31][CH:30]=5)[N:15]4[CH2:14]3)=[CH:9][CH:8]=2)[CH2:2][CH2:3][CH2:4][CH2:5][CH2:6]1.